This data is from Forward reaction prediction with 1.9M reactions from USPTO patents (1976-2016). The task is: Predict the product of the given reaction. (1) Given the reactants [Br:1][C:2]1[C:3]([CH2:18][NH:19][C:20]([C@H:22]2[N:26](C(OC(C)(C)C)=O)[C@@H:25]([CH3:34])[C@H:24]([F:35])[CH2:23]2)=[O:21])=[CH:4][C:5]([C:8]2[CH:9]=[N:10][C:11]([C:14]([F:17])([F:16])[F:15])=[N:12][CH:13]=2)=[N:6][CH:7]=1.[ClH:36], predict the reaction product. The product is: [ClH:36].[Br:1][C:2]1[C:3]([CH2:18][NH:19][C:20]([C@@H:22]2[CH2:23][C@@H:24]([F:35])[C@H:25]([CH3:34])[NH:26]2)=[O:21])=[CH:4][C:5]([C:8]2[CH:9]=[N:10][C:11]([C:14]([F:17])([F:16])[F:15])=[N:12][CH:13]=2)=[N:6][CH:7]=1. (2) Given the reactants [NH2:1][C:2]1[CH:3]=[N:4][C:5]2[C:10]([C:11]=1[NH:12][CH2:13][CH2:14][CH2:15][OH:16])=[CH:9][CH:8]=[C:7]([Br:17])[CH:6]=2.Cl.N1C=[CH:23][CH:22]=[CH:21][CH:20]=1.C(OC)(OC)(OC)CCC, predict the reaction product. The product is: [Br:17][C:7]1[CH:8]=[CH:9][C:10]2[C:11]3[N:12]([CH2:13][CH2:14][CH2:15][OH:16])[C:20]([CH2:21][CH2:22][CH3:23])=[N:1][C:2]=3[CH:3]=[N:4][C:5]=2[CH:6]=1. (3) Given the reactants [CH3:1][C:2]1[N:3]([CH2:22][CH:23]2[CH2:28][CH2:27][N:26]([C:29](=[O:38])[CH2:30][CH2:31][C:32]3[CH:37]=[CH:36][CH:35]=[CH:34][CH:33]=3)[CH2:25][CH2:24]2)[C:4]2[C:9]([CH:10]=1)=[CH:8][C:7]([C:11]1[CH:12]=[N:13][N:14](C3CCCCO3)[CH:15]=1)=[CH:6][CH:5]=2.C1(C)C=CC(S(O)(=O)=O)=CC=1.C(=O)(O)[O-].[Na+], predict the reaction product. The product is: [CH3:1][C:2]1[N:3]([CH2:22][CH:23]2[CH2:28][CH2:27][N:26]([C:29](=[O:38])[CH2:30][CH2:31][C:32]3[CH:37]=[CH:36][CH:35]=[CH:34][CH:33]=3)[CH2:25][CH2:24]2)[C:4]2[C:9]([CH:10]=1)=[CH:8][C:7]([C:11]1[CH:12]=[N:13][NH:14][CH:15]=1)=[CH:6][CH:5]=2. (4) Given the reactants [CH2:1]1COC23OCCOC2([C@]2(CC[C@H]4[C@@H](CC(=O)C5[C@]4(C)CCCC5)[C@@H]2C3)C)O1.[CH2:29]1[CH2:42][O:41][C:36]23[O:37][CH2:38][CH2:39][O:40][C:31]2([C@:32]2([CH2:55][CH2:54][C@H:53]4[C@@H:43]([CH2:44][C:45](=[CH2:56])[CH:46]5[C@:51]4([CH3:52])[CH2:50][CH2:49][CH2:48][CH2:47]5)[C@@H:34]2[CH2:35]3)[CH3:33])[O:30]1, predict the reaction product. The product is: [CH2:39]1[CH2:38][O:37][C:36]23[O:41][CH2:42][CH2:29][O:30][C:31]2([C@:32]2([CH2:55][CH2:54][C@H:53]4[C@@H:43]([CH2:44]/[C:45](=[CH:56]\[CH3:1])/[CH:46]5[C@:51]4([CH3:52])[CH2:50][CH2:49][CH2:48][CH2:47]5)[C@@H:34]2[CH2:35]3)[CH3:33])[O:40]1. (5) Given the reactants I[C:2]1[NH:6][C:5]([CH3:7])=[N:4][CH:3]=1.C(N(CC)CC)C.[Cl:15][C:16]1[CH:17]=[C:18]([C:22]#[CH:23])[CH:19]=[CH:20][CH:21]=1, predict the reaction product. The product is: [Cl:15][C:16]1[CH:17]=[C:18]([C:22]#[C:23][C:2]2[N:6]=[C:5]([CH3:7])[NH:4][CH:3]=2)[CH:19]=[CH:20][CH:21]=1.